Dataset: NCI-60 drug combinations with 297,098 pairs across 59 cell lines. Task: Regression. Given two drug SMILES strings and cell line genomic features, predict the synergy score measuring deviation from expected non-interaction effect. Drug 1: N.N.Cl[Pt+2]Cl. Drug 2: CC1C(C(CC(O1)OC2CC(CC3=C2C(=C4C(=C3O)C(=O)C5=C(C4=O)C(=CC=C5)OC)O)(C(=O)CO)O)N)O.Cl. Cell line: HCT116. Synergy scores: CSS=34.9, Synergy_ZIP=2.33, Synergy_Bliss=0.587, Synergy_Loewe=-26.1, Synergy_HSA=0.835.